From a dataset of Full USPTO retrosynthesis dataset with 1.9M reactions from patents (1976-2016). Predict the reactants needed to synthesize the given product. (1) Given the product [CH2:1]([O:3][C:4]([C:6]1[N:7]([C@H:27]([CH3:29])[CH2:28][NH:24][C:22]([O:21][C:17]([CH3:20])([CH3:19])[CH3:18])=[O:23])[C:8]2[C:13]([CH:14]=1)=[CH:12][CH:11]=[C:10]([F:15])[C:9]=2[F:16])=[O:5])[CH3:2], predict the reactants needed to synthesize it. The reactants are: [CH2:1]([O:3][C:4]([C:6]1[NH:7][C:8]2[C:13]([CH:14]=1)=[CH:12][CH:11]=[C:10]([F:15])[C:9]=2[F:16])=[O:5])[CH3:2].[C:17]([O:21][C:22]([N:24]1[CH2:28][C@H:27]([CH3:29])OS1(=O)=O)=[O:23])([CH3:20])([CH3:19])[CH3:18]. (2) Given the product [O:17]1[CH2:22][CH2:21][CH2:20][CH2:19][CH:18]1[N:11]1[C:7]([C:4]2[CH:3]=[CH:2][C:1]([CH3:16])=[CH:6][CH:5]=2)=[CH:8][C:9]([C:12]([O:14][CH3:15])=[O:13])=[N:10]1, predict the reactants needed to synthesize it. The reactants are: [C:1]1([CH3:16])[CH:6]=[CH:5][C:4]([C:7]2[NH:11][N:10]=[C:9]([C:12]([O:14][CH3:15])=[O:13])[CH:8]=2)=[CH:3][CH:2]=1.[O:17]1[CH:22]=[CH:21][CH2:20][CH2:19][CH2:18]1. (3) Given the product [F:23][C:24]1[CH:29]=[C:28]([F:30])[CH:27]=[CH:26][C:25]=1[C@H:31]([O:1][C:2]1[C:3]([CH2:13][S:14]([C:17]2[CH:22]=[CH:21][CH:20]=[CH:19][N:18]=2)(=[O:16])=[O:15])=[C:4]2[C:9](=[CH:10][CH:11]=1)[C:8](=[O:12])[CH2:7][CH2:6][CH2:5]2)[CH2:32][N:33]1[CH:37]=[CH:36][N:35]=[CH:34]1, predict the reactants needed to synthesize it. The reactants are: [OH:1][C:2]1[C:3]([CH2:13][S:14]([C:17]2[CH:22]=[CH:21][CH:20]=[CH:19][N:18]=2)(=[O:16])=[O:15])=[C:4]2[C:9](=[CH:10][CH:11]=1)[C:8](=[O:12])[CH2:7][CH2:6][CH2:5]2.[F:23][C:24]1[CH:29]=[C:28]([F:30])[CH:27]=[CH:26][C:25]=1[C@@H:31](O)[CH2:32][N:33]1[CH:37]=[CH:36][N:35]=[CH:34]1. (4) Given the product [Cl:8][C:5]1[CH:6]=[CH:7][C:2]2[N:14]([C:15]3[CH:20]=[CH:19][CH:18]=[CH:17][C:16]=3[F:21])[S:11](=[O:13])(=[O:12])[CH2:10][CH2:9][C:3]=2[CH:4]=1, predict the reactants needed to synthesize it. The reactants are: Br[C:2]1[CH:7]=[CH:6][C:5]([Cl:8])=[CH:4][C:3]=1[CH2:9][CH2:10][S:11]([NH:14][C:15]1[CH:20]=[CH:19][CH:18]=[CH:17][C:16]=1[F:21])(=[O:13])=[O:12].C([O-])(=O)C.[Cs+].